From a dataset of Peptide-MHC class I binding affinity with 185,985 pairs from IEDB/IMGT. Regression. Given a peptide amino acid sequence and an MHC pseudo amino acid sequence, predict their binding affinity value. This is MHC class I binding data. (1) The peptide sequence is FITKEIKNR. The MHC is HLA-A03:01 with pseudo-sequence HLA-A03:01. The binding affinity (normalized) is 0. (2) The peptide sequence is GFTATICLK. The MHC is HLA-A33:01 with pseudo-sequence HLA-A33:01. The binding affinity (normalized) is 0.432. (3) The peptide sequence is INNQLLLQK. The MHC is HLA-A11:01 with pseudo-sequence HLA-A11:01. The binding affinity (normalized) is 0.279. (4) The peptide sequence is LVSDYCNVLNKEFT. The MHC is HLA-B35:01 with pseudo-sequence HLA-B35:01. The binding affinity (normalized) is 0.0233. (5) The peptide sequence is ALGYTTEEI. The MHC is HLA-A03:01 with pseudo-sequence HLA-A03:01. The binding affinity (normalized) is 0.0847. (6) The peptide sequence is ATYTGVFDK. The MHC is HLA-A03:01 with pseudo-sequence HLA-A03:01. The binding affinity (normalized) is 0.631. (7) The peptide sequence is FHLRSRFAF. The MHC is HLA-A11:01 with pseudo-sequence HLA-A11:01. The binding affinity (normalized) is 0.0847. (8) The peptide sequence is YDAPGWLIW. The MHC is HLA-A30:01 with pseudo-sequence HLA-A30:01. The binding affinity (normalized) is 0.213. (9) The peptide sequence is IVKQGRDAL. The MHC is HLA-A02:06 with pseudo-sequence HLA-A02:06. The binding affinity (normalized) is 0.0847. (10) The peptide sequence is APDGFYPFK. The MHC is HLA-B27:03 with pseudo-sequence HLA-B27:03. The binding affinity (normalized) is 0.0847.